Dataset: Forward reaction prediction with 1.9M reactions from USPTO patents (1976-2016). Task: Predict the product of the given reaction. (1) The product is: [C:11]([O:15][C:16]([N:18]1[CH2:23][CH2:22][CH:21]([CH:24]([NH2:38])[CH2:27][C:28]2[CH:33]=[C:32]([F:34])[CH:31]=[CH:30][C:29]=2[F:35])[CH2:20][CH2:19]1)=[O:17])([CH3:14])([CH3:13])[CH3:12]. Given the reactants C[Si](C)(C)[N-][Si](C)(C)C.[Li+].[C:11]([O:15][C:16]([N:18]1[CH2:23][CH2:22][CH:21]([CH:24]=O)[CH2:20][CH2:19]1)=[O:17])([CH3:14])([CH3:13])[CH3:12].Br[CH2:27][C:28]1[CH:33]=[C:32]([F:34])[CH:31]=[CH:30][C:29]=1[F:35].[Li].[Cl-].[NH4+:38], predict the reaction product. (2) Given the reactants CC1(C)[O:6][CH:5]([CH2:7][O:8][C:9]2[CH:14]=[CH:13][CH:12]=[CH:11][C:10]=2[C:15]2[CH:16]=[CH:17][C:18]3[N:19]([C:21]([C:24]([NH:26][C:27]4[CH:32]=[CH:31][CH:30]=[C:29]([N:33]5[CH2:38][CH2:37][O:36][CH2:35][CH2:34]5)[N:28]=4)=[O:25])=[CH:22][N:23]=3)[N:20]=2)[CH2:4][O:3]1.Cl, predict the reaction product. The product is: [OH:6][CH:5]([CH2:4][OH:3])[CH2:7][O:8][C:9]1[CH:14]=[CH:13][CH:12]=[CH:11][C:10]=1[C:15]1[CH:16]=[CH:17][C:18]2[N:19]([C:21]([C:24]([NH:26][C:27]3[CH:32]=[CH:31][CH:30]=[C:29]([N:33]4[CH2:34][CH2:35][O:36][CH2:37][CH2:38]4)[N:28]=3)=[O:25])=[CH:22][N:23]=2)[N:20]=1. (3) Given the reactants CC([N:5]([C@H:9]([CH3:28])[C:10]([NH:12][C:13]1[CH:18]=[CH:17][C:16]([O:19][C:20]2[CH:25]=[CH:24][CH:23]=[C:22]([O:26][CH3:27])[CH:21]=2)=[CH:15][CH:14]=1)=[O:11])C(=O)[O-])(C)C.C(O)(C(F)(F)F)=O, predict the reaction product. The product is: [CH3:27][O:26][C:22]1[CH:21]=[C:20]([O:19][C:16]2[CH:17]=[CH:18][C:13]([NH:12][C:10](=[O:11])[C@@H:9]([CH3:28])[NH2:5])=[CH:14][CH:15]=2)[CH:25]=[CH:24][CH:23]=1. (4) Given the reactants [CH:1]1[C:10]2[C:5](=[CH:6][CH:7]=[CH:8][CH:9]=2)[CH:4]=[CH:3][C:2]=1[C:11]([CH2:13][CH2:14][CH2:15][CH2:16][CH2:17][CH2:18][C:19]([OH:21])=O)=[O:12].[NH2:22][C:23]1[CH:30]=[CH:29][CH:28]=[CH:27][C:24]=1[CH2:25][NH2:26].[C:31]1(N)C=CC=C[C:32]=1N, predict the reaction product. The product is: [NH2:22][C:23]1[CH:30]=[CH:29][CH:28]=[CH:27][C:24]=1[CH2:25][NH:26][C:19](=[O:21])[CH2:18][CH2:17][CH2:16][CH2:15][CH2:14][CH2:13][C:11]([C:2]1[CH:1]=[CH:10][C:5]([C:6]2[CH:7]=[CH:8][CH:9]=[CH:32][CH:31]=2)=[CH:4][CH:3]=1)=[O:12]. (5) Given the reactants [CH2:1]([O:8][C:9](=[O:27])[C@H:10]([CH2:12][CH2:13][CH2:14][CH2:15][NH:16][C:17]([O:19][CH2:20][C:21]1[CH:26]=[CH:25][CH:24]=[CH:23][CH:22]=1)=[O:18])[NH2:11])[C:2]1[CH:7]=[CH:6][CH:5]=[CH:4][CH:3]=1.[CH:28](=O)[C:29]1[CH:34]=[CH:33][CH:32]=[CH:31][CH:30]=1, predict the reaction product. The product is: [CH2:1]([O:8][C:9](=[O:27])[C@H:10]([CH2:12][CH2:13][CH2:14][CH2:15][NH:16][C:17]([O:19][CH2:20][C:21]1[CH:22]=[CH:23][CH:24]=[CH:25][CH:26]=1)=[O:18])[NH:11][CH2:28][C:29]1[CH:34]=[CH:33][CH:32]=[CH:31][CH:30]=1)[C:2]1[CH:7]=[CH:6][CH:5]=[CH:4][CH:3]=1. (6) The product is: [ClH:16].[Cl:16][CH2:4][CH2:3][N:2]([CH3:1])[CH2:6][C:7]1[CH:12]=[CH:11][C:10]([CH3:13])=[CH:9][CH:8]=1. Given the reactants [CH3:1][N:2]([CH2:6][C:7]1[CH:12]=[CH:11][C:10]([CH3:13])=[CH:9][CH:8]=1)[CH2:3][CH2:4]O.S(Cl)([Cl:16])=O, predict the reaction product. (7) Given the reactants [O:1]1[C:10]2[C:5](=[CH:6][CH:7]=[CH:8][CH:9]=2)[C:4](=O)[CH2:3][CH2:2]1.Cl.[NH2:13][OH:14].CC([O-])=O.[Na+], predict the reaction product. The product is: [O:1]1[C:10]2[C:5](=[CH:6][CH:7]=[CH:8][CH:9]=2)[C:4](=[N:13][OH:14])[CH2:3][CH2:2]1. (8) Given the reactants [CH3:1][O:2][C:3]1[CH:21]=[CH:20][C:6]2[N:7]([CH2:12][CH2:13][C:14]([CH3:19])([N+:16]([O-])=O)[CH3:15])[C:8](=[O:11])[N:9]([CH3:10])[C:5]=2[CH:4]=1.Cl[Sn]Cl, predict the reaction product. The product is: [NH2:16][C:14]([CH3:19])([CH3:15])[CH2:13][CH2:12][N:7]1[C:6]2[CH:20]=[CH:21][C:3]([O:2][CH3:1])=[CH:4][C:5]=2[N:9]([CH3:10])[C:8]1=[O:11]. (9) The product is: [ClH:1].[ClH:1].[CH3:48][O:47][C:45]1[CH:46]=[C:41]([C:38]2[CH:37]=[CH:36][C:35]([C:34]([N:31]3[CH2:32][CH2:33][N:28]([CH2:27][CH2:26][N:23]4[CH2:24][CH2:25][N:20]([C:18](=[O:19])[C:17]5[CH:16]=[CH:15][C:14]([C:6]6[CH:7]=[C:8]([O:12][CH3:13])[C:9]([O:10][CH3:11])=[C:4]([O:3][CH3:2])[CH:5]=6)=[CH:55][CH:54]=5)[CH2:21][CH2:22]4)[CH2:29][CH2:30]3)=[O:53])=[CH:40][CH:39]=2)[CH:42]=[C:43]([O:51][CH3:52])[C:44]=1[O:49][CH3:50]. Given the reactants [ClH:1].[CH3:2][O:3][C:4]1[CH:5]=[C:6]([C:14]2[CH:55]=[CH:54][C:17]([C:18]([N:20]3[CH2:25][CH2:24][N:23]([CH2:26][CH2:27][N:28]4[CH2:33][CH2:32][N:31]([C:34](=[O:53])[C:35]5[CH:40]=[CH:39][C:38]([C:41]6[CH:46]=[C:45]([O:47][CH3:48])[C:44]([O:49][CH3:50])=[C:43]([O:51][CH3:52])[CH:42]=6)=[CH:37][CH:36]=5)[CH2:30][CH2:29]4)[CH2:22][CH2:21]3)=[O:19])=[CH:16][CH:15]=2)[CH:7]=[C:8]([O:12][CH3:13])[C:9]=1[O:10][CH3:11], predict the reaction product. (10) Given the reactants C(OC([N:8]1[C:12]([CH3:32])([C:13]2[NH:14][C:15]([C:18]3[CH:23]=[CH:22][C:21]([CH2:24][CH2:25][CH2:26][CH2:27][CH2:28][CH2:29][CH2:30][CH3:31])=[CH:20][CH:19]=3)=[CH:16][N:17]=2)[CH2:11][O:10]C1(C)C)=O)(C)(C)C.CC1C=CC(S(O)(=O)=O)=CC=1.O, predict the reaction product. The product is: [NH2:8][C:12]([C:13]1[NH:14][C:15]([C:18]2[CH:19]=[CH:20][C:21]([CH2:24][CH2:25][CH2:26][CH2:27][CH2:28][CH2:29][CH2:30][CH3:31])=[CH:22][CH:23]=2)=[CH:16][N:17]=1)([CH3:32])[CH2:11][OH:10].